This data is from Peptide-MHC class II binding affinity with 134,281 pairs from IEDB. The task is: Regression. Given a peptide amino acid sequence and an MHC pseudo amino acid sequence, predict their binding affinity value. This is MHC class II binding data. (1) The peptide sequence is KTKEGVLYVGSKTKK. The MHC is HLA-DQA10401-DQB10402 with pseudo-sequence HLA-DQA10401-DQB10402. The binding affinity (normalized) is 0. (2) The peptide sequence is GKNVVNVQTKPSLFK. The MHC is DRB1_0901 with pseudo-sequence DRB1_0901. The binding affinity (normalized) is 0.456.